From a dataset of Peptide-MHC class II binding affinity with 134,281 pairs from IEDB. Regression. Given a peptide amino acid sequence and an MHC pseudo amino acid sequence, predict their binding affinity value. This is MHC class II binding data. (1) The peptide sequence is FFKVAATAANAAPAN. The MHC is HLA-DPA10103-DPB10301 with pseudo-sequence HLA-DPA10103-DPB10301. The binding affinity (normalized) is 0.515. (2) The peptide sequence is SDFYGLISERFINYC. The MHC is H-2-IAb with pseudo-sequence H-2-IAb. The binding affinity (normalized) is 0.0539. (3) The MHC is HLA-DQA10401-DQB10402 with pseudo-sequence HLA-DQA10401-DQB10402. The binding affinity (normalized) is 0.539. The peptide sequence is EKKYFAATQFEPLVA. (4) The peptide sequence is MEKNVTVTHAQDILEKT. The MHC is HLA-DQA10401-DQB10402 with pseudo-sequence HLA-DQA10401-DQB10402. The binding affinity (normalized) is 0.373.